Dataset: Reaction yield outcomes from USPTO patents with 853,638 reactions. Task: Predict the reaction yield, written as a fraction of the theoretical maximum amount of product (1.0 means a 100% yield; for example, 0.34 means a 34% yield). (1) The reactants are [Br-:1].[Br-].[Br-].C1([N+](C)(C)C)C=CC=CC=1.C1([N+](C)(C)C)C=CC=CC=1.C1([N+](C)(C)C)C=CC=CC=1.[C:34]([C:37]1[CH:38]=[CH:39][C:40]([O:60][CH2:61][C:62]2[CH:67]=[CH:66][CH:65]=[CH:64][CH:63]=2)=[C:41]([CH:59]=1)[C:42]([NH:44][C:45]1[CH:50]=[C:49]([C:51]([F:54])([F:53])[F:52])[CH:48]=[C:47]([C:55]([F:58])([F:57])[F:56])[CH:46]=1)=[O:43])(=[O:36])[CH3:35].O. The catalyst is O1CCCC1. The product is [CH2:61]([O:60][C:40]1[CH:39]=[CH:38][C:37]([C:34](=[O:36])[CH2:35][Br:1])=[CH:59][C:41]=1[C:42]([NH:44][C:45]1[CH:50]=[C:49]([C:51]([F:53])([F:52])[F:54])[CH:48]=[C:47]([C:55]([F:58])([F:57])[F:56])[CH:46]=1)=[O:43])[C:62]1[CH:67]=[CH:66][CH:65]=[CH:64][CH:63]=1. The yield is 0.427. (2) The reactants are [Br:1][C:2]1[C:6]2[C:7](=O)[NH:8][CH:9]=[C:10]([CH3:11])[C:5]=2[S:4][CH:3]=1.O=P(Cl)(Cl)[Cl:15]. No catalyst specified. The product is [Br:1][C:2]1[C:6]2[C:7]([Cl:15])=[N:8][CH:9]=[C:10]([CH3:11])[C:5]=2[S:4][CH:3]=1. The yield is 0.640. (3) The reactants are [F:1][C:2]1([F:16])[CH2:10][C:9]2[N:8]3[CH2:11][CH2:12][NH:13][C:14](=[O:15])[C:7]3=[CH:6][C:5]=2[CH2:4][CH2:3]1.[C:17]([O:20][CH2:21][C:22]1[C:27]([Br:28])=[CH:26][C:25]([F:29])=[CH:24][C:23]=1Br)(=[O:19])[CH3:18].CC1(C)C2C(=C(P(C3C=CC=CC=3)C3C=CC=CC=3)C=CC=2)OC2C(P(C3C=CC=CC=3)C3C=CC=CC=3)=CC=CC1=2.C(=O)([O-])[O-].[Cs+].[Cs+]. The catalyst is C1C=CC(/C=C/C(/C=C/C2C=CC=CC=2)=O)=CC=1.C1C=CC(/C=C/C(/C=C/C2C=CC=CC=2)=O)=CC=1.C1C=CC(/C=C/C(/C=C/C2C=CC=CC=2)=O)=CC=1.[Pd].[Pd].O1CCOCC1. The product is [C:17]([O:20][CH2:21][C:22]1[C:23]([N:13]2[CH2:12][CH2:11][N:8]3[C:9]4[CH2:10][C:2]([F:1])([F:16])[CH2:3][CH2:4][C:5]=4[CH:6]=[C:7]3[C:14]2=[O:15])=[CH:24][C:25]([F:29])=[CH:26][C:27]=1[Br:28])(=[O:19])[CH3:18]. The yield is 0.620.